This data is from Forward reaction prediction with 1.9M reactions from USPTO patents (1976-2016). The task is: Predict the product of the given reaction. (1) Given the reactants [CH:1]12[CH2:7][CH:4]([CH2:5][CH2:6]1)[CH2:3][CH:2]2[C:8]1([CH3:15])[C:12](=[O:13])[NH:11][N:10]=[C:9]1[CH3:14].Cl[CH2:17][C:18]([C:20]1[NH:21][CH:22]=[CH:23][CH:24]=1)=[O:19], predict the reaction product. The product is: [C@H:1]12[CH2:7][C@H:4]([CH2:5][CH2:6]1)[CH2:3][C@H:2]2[C:8]1([CH3:15])[C:12](=[O:13])[N:11]([CH2:17][C:18](=[O:19])[C:20]2[NH:21][CH:22]=[CH:23][CH:24]=2)[N:10]=[C:9]1[CH3:14]. (2) Given the reactants [H-].[Na+].C1OCCOCCOCCOCCOCCOC1.Cl[CH:22](Cl)[C:23]([OH:25])=[O:24].[CH:27]1([C:33]([CH:47]2[CH2:52][CH2:51][CH2:50][CH2:49][CH2:48]2)([OH:46])[C:34]2[CH:39]=[CH:38][C:37]([N:40]3[CH:44]=[CH:43][CH:42]=[CH:41]3)=[CH:36][C:35]=2[OH:45])[CH2:32][CH2:31][CH2:30][CH2:29][CH2:28]1, predict the reaction product. The product is: [CH:47]1([C:33]2([CH:27]3[CH2:28][CH2:29][CH2:30][CH2:31][CH2:32]3)[C:34]3[CH:39]=[CH:38][C:37]([N:40]4[CH:44]=[CH:43][CH:42]=[CH:41]4)=[CH:36][C:35]=3[O:45][CH:22]([C:23]([OH:25])=[O:24])[O:46]2)[CH2:52][CH2:51][CH2:50][CH2:49][CH2:48]1.